From a dataset of Catalyst prediction with 721,799 reactions and 888 catalyst types from USPTO. Predict which catalyst facilitates the given reaction. (1) Reactant: Cl[C:2]1[N:3]=[CH:4][C:5]2[CH2:11][N:10]([C:12]([C:14]3[CH:15]=[N:16][CH:17]=[CH:18][CH:19]=3)=[O:13])[CH2:9][CH2:8][C:6]=2[N:7]=1.[CH3:20][N:21]1[C:25]([NH2:26])=[CH:24][CH:23]=[N:22]1.CCOC(C)=O. Product: [CH3:20][N:21]1[C:25]([NH:26][C:2]2[N:3]=[CH:4][C:5]3[CH2:11][N:10]([C:12]([C:14]4[CH:15]=[N:16][CH:17]=[CH:18][CH:19]=4)=[O:13])[CH2:9][CH2:8][C:6]=3[N:7]=2)=[CH:24][CH:23]=[N:22]1. The catalyst class is: 32. (2) Reactant: [CH3:1][C:2]1[CH:10]=[C:9]([C:11]([F:14])([F:13])[F:12])[CH:8]=[C:7]([C:15]([F:18])([F:17])[F:16])[C:3]=1[C:4](Cl)=[O:5].FC(F)(F)C1C=C(C(F)(F)F)C=CC=1C(OC)=O.[NH2:37][CH:38]([C:47]1[CH:52]=[CH:51][CH:50]=[CH:49][CH:48]=1)[C:39]1([N:44]([CH3:46])[CH3:45])[CH2:43][CH2:42][CH2:41][CH2:40]1.COC1C=C(C(F)(F)F)C=C(C(F)(F)F)C=1C(NC(C1C=CC=CC=1)C(C)(N1CCCC1)CC)=O.C(N(CC)CC)C. Product: [CH3:45][N:44]([CH3:46])[C:39]1([CH:38]([C:47]2[CH:52]=[CH:51][CH:50]=[CH:49][CH:48]=2)[NH:37][C:4](=[O:5])[C:3]2[C:7]([C:15]([F:18])([F:17])[F:16])=[CH:8][C:9]([C:11]([F:14])([F:13])[F:12])=[CH:10][C:2]=2[CH3:1])[CH2:43][CH2:42][CH2:41][CH2:40]1. The catalyst class is: 2. (3) Reactant: [CH3:1][C:2]1[CH:3]=[CH:4][C:5]2[C:9]3[NH:10][C:11](=O)[NH:12][C:13](=O)[C:8]=3[O:7][C:6]=2[N:16]=1.P(Cl)(Cl)(Cl)(Cl)Cl.O=P(Cl)(Cl)[Cl:25].[NH:28]1[CH2:33][CH2:32][O:31][CH2:30][CH2:29]1. Product: [Cl:25][C:11]1[N:12]=[C:13]([N:28]2[CH2:33][CH2:32][O:31][CH2:30][CH2:29]2)[C:8]2[O:7][C:6]3[N:16]=[C:2]([CH3:1])[CH:3]=[CH:4][C:5]=3[C:9]=2[N:10]=1. The catalyst class is: 5. (4) Reactant: ClC(Cl)(Cl)COC(=O)[NH:6][C:7]1[CH:12]=[CH:11][C:10]([S:13][C:14]2[CH:19]=[CH:18][C:17]([C:20](=[O:27])[NH:21][CH:22]3[CH2:26][CH2:25][CH2:24][CH2:23]3)=[CH:16][C:15]=2[NH:28][C:29]2[C:30]3[CH:38]=[CH:37][C:36]([CH:39]([CH3:41])[CH3:40])=[N:35][C:31]=3[N:32]=[CH:33][N:34]=2)=[CH:9][CH:8]=1.[OH-].[Na+].Cl. Product: [NH2:6][C:7]1[CH:12]=[CH:11][C:10]([S:13][C:14]2[CH:19]=[CH:18][C:17]([C:20]([NH:21][CH:22]3[CH2:26][CH2:25][CH2:24][CH2:23]3)=[O:27])=[CH:16][C:15]=2[NH:28][C:29]2[C:30]3[CH:38]=[CH:37][C:36]([CH:39]([CH3:41])[CH3:40])=[N:35][C:31]=3[N:32]=[CH:33][N:34]=2)=[CH:9][CH:8]=1. The catalyst class is: 708.